This data is from Catalyst prediction with 721,799 reactions and 888 catalyst types from USPTO. The task is: Predict which catalyst facilitates the given reaction. (1) Reactant: [F:1][C:2]([F:26])([F:25])[C:3]1[CH:4]=[CH:5][C:6]([O:9][CH:10]2[CH:15]3[CH2:16][CH2:17][CH:12]([CH2:13][N:14]3C(OC(C)(C)C)=O)[CH2:11]2)=[N:7][CH:8]=1.Cl. The catalyst class is: 817. Product: [F:26][C:2]([F:1])([F:25])[C:3]1[CH:4]=[CH:5][C:6]([O:9][CH:10]2[CH:15]3[CH2:16][CH2:17][CH:12]([CH2:13][NH:14]3)[CH2:11]2)=[N:7][CH:8]=1. (2) Product: [CH:17]1([N:20]2[CH2:28][C:27]3[C:22](=[CH:23][CH:24]=[C:25]([C:2]4[CH:3]=[CH:4][C:5]([CH2:8][N:9]5[CH2:13][C:12](=[O:14])[N:11]([CH3:15])[C:10]5=[O:16])=[N:6][CH:7]=4)[CH:26]=3)[C:21]2=[O:38])[CH2:19][CH2:18]1. The catalyst class is: 38. Reactant: Br[C:2]1[CH:3]=[CH:4][C:5]([CH2:8][N:9]2[CH2:13][C:12](=[O:14])[N:11]([CH3:15])[C:10]2=[O:16])=[N:6][CH:7]=1.[CH:17]1([N:20]2[CH2:28][C:27]3[C:22](=[CH:23][CH:24]=[C:25](B4OC(C)(C)C(C)(C)O4)[CH:26]=3)[C:21]2=[O:38])[CH2:19][CH2:18]1.C1(P(C2CCCCC2)C2CCCCC2)CCCCC1.P([O-])([O-])([O-])=O.[K+].[K+].[K+]. (3) Reactant: [C:1](=[NH:7])([NH2:6])[C:2]([CH3:5])([CH3:4])[CH3:3].[CH3:8][C:9]([CH3:19])([CH3:18])[C:10](=O)[CH2:11][C:12](OCC)=[O:13].C[O-].[Na+]. Product: [C:2]([C:1]1[N:6]=[C:12]([OH:13])[CH:11]=[C:10]([C:9]([CH3:19])([CH3:18])[CH3:8])[N:7]=1)([CH3:5])([CH3:4])[CH3:3]. The catalyst class is: 24.